From a dataset of Forward reaction prediction with 1.9M reactions from USPTO patents (1976-2016). Predict the product of the given reaction. (1) The product is: [CH2:32]([O:31][C:24]1[CH2:25][CH2:26][C@H:27]2[C:22](=[CH:21][CH2:20][C@@H:19]3[C@@H:28]2[CH2:29][CH2:30][C@@:15]2([CH2:16][CH3:17])[C@H:18]3[CH:12]=[CH:13][C:14]2=[O:34])[CH:23]=1)[CH3:33]. Given the reactants C(N(CC)CC)C.C(O[C@@H:12]1[C@H:18]2[C@H:19]3[C@H:28]([CH2:29][CH2:30][C@:15]2([CH2:16][CH3:17])[C:14](=[O:34])[CH2:13]1)[C@@H:27]1[C:22]([CH:23]=[C:24]([O:31][CH2:32][CH3:33])[CH2:25][CH2:26]1)=[CH:21][CH2:20]3)(=O)C.O, predict the reaction product. (2) Given the reactants Br[C:2]1[CH:7]=[CH:6][C:5]([CH:8]([C:19]2[CH:24]=[CH:23][CH:22]=[CH:21][CH:20]=2)[CH2:9]/[C:10](/[C:13]2[CH:18]=[CH:17][N:16]=[CH:15][CH:14]=2)=[N:11]\[OH:12])=[CH:4][CH:3]=1.[CH2:25]([O:27][C:28]([CH2:30][O:31][C:32]1[CH:33]=[C:34](B2OC(C)(C)C(C)(C)O2)[CH:35]=[CH:36][CH:37]=1)=[O:29])[CH3:26], predict the reaction product. The product is: [CH2:25]([O:27][C:28](=[O:29])[CH2:30][O:31][C:32]1[CH:37]=[C:36]([C:2]2[CH:7]=[CH:6][C:5]([CH:8]([C:19]3[CH:24]=[CH:23][CH:22]=[CH:21][CH:20]=3)[CH2:9]/[C:10](=[N:11]\[OH:12])/[C:13]3[CH:18]=[CH:17][N:16]=[CH:15][CH:14]=3)=[CH:4][CH:3]=2)[CH:35]=[CH:34][CH:33]=1)[CH3:26]. (3) Given the reactants C([O:3][C:4]([C:6]1[N:10]=[C:9]([C:11]2[CH:16]=[CH:15][C:14]([C:17]#[N:18])=[C:13]([F:19])[CH:12]=2)[O:8][N:7]=1)=[O:5])C.[Li+].[OH-], predict the reaction product. The product is: [C:17]([C:14]1[CH:15]=[CH:16][C:11]([C:9]2[O:8][N:7]=[C:6]([C:4]([OH:5])=[O:3])[N:10]=2)=[CH:12][C:13]=1[F:19])#[N:18]. (4) Given the reactants [Br:1][C:2]1[C:7]([N+:8]([O-])=O)=[C:6]([Br:11])[CH:5]=[C:4]([CH3:12])[N:3]=1.S(S([O-])=O)([O-])=O.[Na+].[Na+], predict the reaction product. The product is: [NH2:8][C:7]1[C:2]([Br:1])=[N:3][C:4]([CH3:12])=[CH:5][C:6]=1[Br:11]. (5) Given the reactants [CH3:1][O:2][C:3]1[CH:8]=[CH:7][C:6]([C:9]2[C:10]([C:18]3[CH:23]=[CH:22][CH:21]=[CH:20][CH:19]=3)=[C:11]([C:14]([NH:16][NH2:17])=[O:15])[O:12][CH:13]=2)=[CH:5][CH:4]=1.C([O:27][CH2:28][CH3:29])(=O)C, predict the reaction product. The product is: [C:14]([C:11]1[CH:10]=[C:9]([CH:6]=[CH:29][C:28]=1[OH:27])[C:13]([NH:17][NH:16][C:14]([C:11]1[O:12][CH:13]=[C:9]([C:6]2[CH:5]=[CH:4][C:3]([O:2][CH3:1])=[CH:8][CH:7]=2)[C:10]=1[C:18]1[CH:23]=[CH:22][CH:21]=[CH:20][CH:19]=1)=[O:15])=[O:12])#[N:16]. (6) Given the reactants [N:1]1([CH2:7][CH2:8][NH:9][S:10]([C:13]2[CH:17]=[C:16]([C:18]([C:20]3[C:21](Cl)=[N:22][CH:23]=[CH:24][CH:25]=3)=O)[NH:15][CH:14]=2)(=[O:12])=[O:11])[CH2:6][CH2:5][O:4][CH2:3][CH2:2]1.O.[NH2:28][NH2:29], predict the reaction product. The product is: [N:1]1([CH2:7][CH2:8][NH:9][S:10]([C:13]2[CH:17]=[C:16]([C:18]3[C:20]4[C:21](=[N:22][CH:23]=[CH:24][CH:25]=4)[NH:29][N:28]=3)[NH:15][CH:14]=2)(=[O:12])=[O:11])[CH2:6][CH2:5][O:4][CH2:3][CH2:2]1.